Task: Predict the product of the given reaction.. Dataset: Forward reaction prediction with 1.9M reactions from USPTO patents (1976-2016) (1) The product is: [CH3:32][Si:3]([CH3:33])([CH2:2][N:37]1[CH:38]=[CH:39][CH:40]=[CH:41][C:36]1=[O:35])[CH2:4][CH2:5][C:6]1[C:18]2[CH2:17][N:16]3[C:11](=[CH:12][C:13]4[C@:23]([CH2:25][CH3:26])([OH:24])[C:22](=[O:27])[O:21][CH2:20][C:14]=4[C:15]3=[O:19])[C:10]=2[N:9]=[C:8]2[CH:28]=[CH:29][CH:30]=[CH:31][C:7]=12. Given the reactants I[CH2:2][Si:3]([CH3:33])([CH3:32])[CH2:4][CH2:5][C:6]1[C:18]2[CH2:17][N:16]3[C:11](=[CH:12][C:13]4[C@:23]([CH2:25][CH3:26])([OH:24])[C:22](=[O:27])[O:21][CH2:20][C:14]=4[C:15]3=[O:19])[C:10]=2[N:9]=[C:8]2[CH:28]=[CH:29][CH:30]=[CH:31][C:7]=12.C[O:35][C:36]1[CH:41]=[CH:40][CH:39]=[CH:38][N:37]=1, predict the reaction product. (2) Given the reactants [C:1]1(B(O)O)[CH:6]=[CH:5][CH:4]=[CH:3][CH:2]=1.Br[C:11]1[CH:12]=[C:13]([CH2:17][C:18]([O:20][CH3:21])=[O:19])[CH:14]=[CH:15][CH:16]=1.C([O-])([O-])=O.[Na+].[Na+].C1(C)C=CC=CC=1, predict the reaction product. The product is: [CH3:21][O:20][C:18](=[O:19])[CH2:17][C:13]1[CH:12]=[C:11]([C:1]2[CH:6]=[CH:5][CH:4]=[CH:3][CH:2]=2)[CH:16]=[CH:15][CH:14]=1. (3) Given the reactants [Si:1]([O:18][CH:19]1[C:29]2[C:24](=[N:25][CH:26]=[C:27]([Cl:30])[CH:28]=2)[CH:23]=[CH:22][C:21]2[CH:31]=[N:32][C:33]([C:35]([O:37]CC)=[CH2:36])=[CH:34][C:20]1=2)([C:14]([CH3:17])([CH3:16])[CH3:15])([C:8]1[CH:13]=[CH:12][CH:11]=[CH:10][CH:9]=1)[C:2]1[CH:7]=[CH:6][CH:5]=[CH:4][CH:3]=1.Cl.[OH-].[Na+], predict the reaction product. The product is: [Si:1]([O:18][CH:19]1[C:29]2[C:24](=[N:25][CH:26]=[C:27]([Cl:30])[CH:28]=2)[CH:23]=[CH:22][C:21]2[CH:31]=[N:32][C:33]([C:35](=[O:37])[CH3:36])=[CH:34][C:20]1=2)([C:14]([CH3:17])([CH3:16])[CH3:15])([C:2]1[CH:7]=[CH:6][CH:5]=[CH:4][CH:3]=1)[C:8]1[CH:13]=[CH:12][CH:11]=[CH:10][CH:9]=1. (4) Given the reactants C(O)(C(F)(F)F)=O.C([O:12][C:13](=[O:45])[CH2:14][CH2:15][CH:16]1[CH2:23][N:22]2[C:24]3[CH:25]=[C:26]([C:37]([O:39][CH3:40])=[O:38])[CH:27]=[CH:28][C:29]=3[C:30]([CH:31]3[CH2:36][CH2:35][CH2:34][CH2:33][CH2:32]3)=[C:21]2[C:20]2[CH:41]=[CH:42][CH:43]=[CH:44][C:19]=2[O:18][CH2:17]1)(C)(C)C, predict the reaction product. The product is: [CH:31]1([C:30]2[C:29]3[CH:28]=[CH:27][C:26]([C:37]([O:39][CH3:40])=[O:38])=[CH:25][C:24]=3[N:22]3[C:21]=2[C:20]2[CH:41]=[CH:42][CH:43]=[CH:44][C:19]=2[O:18][CH2:17][CH:16]([CH2:15][CH2:14][C:13]([OH:45])=[O:12])[CH2:23]3)[CH2:32][CH2:33][CH2:34][CH2:35][CH2:36]1. (5) Given the reactants C[N:2](C)[CH:3]=[CH:4][C:5]([C:7]1[C:12](=[O:13])[CH:11]=[CH:10][N:9]([C:14]2[CH:19]=[CH:18][CH:17]=[C:16]([C:20]([F:23])([F:22])[F:21])[CH:15]=2)[N:8]=1)=O.Cl.[CH3:26][C:27]1[CH:28]=[C:29]([NH:33]N)[CH:30]=[CH:31][CH:32]=1.CCN(CC)CC, predict the reaction product. The product is: [CH3:26][C:27]1[CH:28]=[C:29]([N:33]2[C:5]([C:7]3[C:12](=[O:13])[CH:11]=[CH:10][N:9]([C:14]4[CH:19]=[CH:18][CH:17]=[C:16]([C:20]([F:23])([F:22])[F:21])[CH:15]=4)[N:8]=3)=[CH:4][CH:3]=[N:2]2)[CH:30]=[CH:31][CH:32]=1. (6) Given the reactants Cl.C([N:4]=C=NCCCN(C)C)C.N1([O-])C2C=CC=CC=2N=N1.[NH4+].[Cl:24][C:25]1[CH:26]=[CH:27][C:28]2[N:34]([CH2:35][C:36]([CH3:39])([CH3:38])[CH3:37])[C:33](=[O:40])[C@@H:32]([CH2:41][C:42]([OH:44])=O)[O:31][C@H:30]([C:45]3[CH:50]=[CH:49][CH:48]=[C:47]([O:51][CH3:52])[C:46]=3[O:53][CH3:54])[C:29]=2[CH:55]=1, predict the reaction product. The product is: [Cl:24][C:25]1[CH:26]=[CH:27][C:28]2[N:34]([CH2:35][C:36]([CH3:37])([CH3:39])[CH3:38])[C:33](=[O:40])[C@@H:32]([CH2:41][C:42]([NH2:4])=[O:44])[O:31][C@H:30]([C:45]3[CH:50]=[CH:49][CH:48]=[C:47]([O:51][CH3:52])[C:46]=3[O:53][CH3:54])[C:29]=2[CH:55]=1.